Dataset: Forward reaction prediction with 1.9M reactions from USPTO patents (1976-2016). Task: Predict the product of the given reaction. (1) Given the reactants [CH2:1]([C:3]1[CH:8]=[CH:7][C:6]([C@H:9]2[CH2:14][C@@H:13]([CH3:15])[N:12]3[N:16]=[CH:17][C:18]([C:19](O)=[O:20])=[C:11]3[NH:10]2)=[CH:5][CH:4]=1)[CH3:2].CN(C(ON1N=NC2C=CC=NC1=2)=[N+](C)C)C.F[P-](F)(F)(F)(F)F.C(N(CC)C(C)C)(C)C.[CH3:55][O:56][C:57]1[CH:64]=[CH:63][C:60]([CH2:61][NH2:62])=[CH:59][CH:58]=1, predict the reaction product. The product is: [CH2:1]([C:3]1[CH:4]=[CH:5][C:6]([C@H:9]2[CH2:14][C@@H:13]([CH3:15])[N:12]3[N:16]=[CH:17][C:18]([C:19]([NH:62][CH2:61][C:60]4[CH:63]=[CH:64][C:57]([O:56][CH3:55])=[CH:58][CH:59]=4)=[O:20])=[C:11]3[NH:10]2)=[CH:7][CH:8]=1)[CH3:2]. (2) Given the reactants [CH3:1][C:2](=[N:4][OH:5])[CH3:3].CC(C)([O-])C.[K+].[Br:12][C:13]1[CH:18]=[CH:17][C:16]([C:19]([C:21]2[CH:26]=[CH:25][CH:24]=[CH:23][C:22]=2[CH:27]([O:31][CH2:32][CH3:33])[O:28][CH2:29][CH3:30])=[O:20])=[C:15](F)[CH:14]=1, predict the reaction product. The product is: [Br:12][C:13]1[CH:14]=[CH:15][C:16]([C:19]([C:21]2[CH:26]=[CH:25][CH:24]=[CH:23][C:22]=2[CH:27]([O:28][CH2:29][CH3:30])[O:31][CH2:32][CH3:33])=[O:20])=[C:17]([O:5][N:4]=[C:2]([CH3:3])[CH3:1])[CH:18]=1.